Dataset: Kir2.1 potassium channel HTS with 301,493 compounds. Task: Binary Classification. Given a drug SMILES string, predict its activity (active/inactive) in a high-throughput screening assay against a specified biological target. (1) The drug is O=C(NC1CCCCC1)C1C(CCCC1)C(O)=O. The result is 0 (inactive). (2) The compound is Clc1sc(/C=N\NC(=O)c2c(c(sc2)C)C)cc1. The result is 0 (inactive). (3) The drug is Clc1c(C(=O)NNC(=S)Nc2cc(ccc2)C(F)(F)F)cccc1. The result is 0 (inactive). (4) The drug is S(=O)(=O)(Nc1cc(ccc1)C)c1cc2N(CCSc2cc1)C(=O)C. The result is 0 (inactive). (5) The drug is Brc1ccc(C(=O)CCC(=O)Nc2ccc(F)cc2)cc1. The result is 0 (inactive). (6) The compound is OC(=O)c1c(N(Cc2ccccc2)C)ccc([N+]([O-])=O)c1. The result is 0 (inactive). (7) The drug is O=C(N\N=C1/CC(CCC1)C)c1c(n2cccc2)cccc1. The result is 0 (inactive).